From a dataset of Full USPTO retrosynthesis dataset with 1.9M reactions from patents (1976-2016). Predict the reactants needed to synthesize the given product. (1) The reactants are: [Cl-].[CH:2]1([S:5]([NH:8][C:9]([C@@:11]2([NH3+:16])[CH2:13][C@H:12]2[CH:14]=[CH2:15])=[O:10])(=[O:7])=[O:6])[CH2:4][CH2:3]1.CN(C(ON1N=NC2C=CC=NC1=2)=[N+](C)C)C.F[P-](F)(F)(F)(F)F.[C:41]([C@@H:45]1[NH:69][CH2:68][CH2:67][CH2:66][CH2:65][CH2:64][CH2:63][C:62]2[CH:70]=[C:58]([CH:59]=[CH:60][CH:61]=2)[C:57]2=[CH:71][C:53](=[CH:54][CH:55]=[CH:56]2)[CH2:52][O:51][C@H:50]2[CH2:72][N:47]([C@H:48]([C:73](O)=[O:74])[CH2:49]2)[C:46]1=[O:76])([CH3:44])([CH3:43])[CH3:42].CCN(C(C)C)C(C)C. Given the product [C:41]([C@@H:45]1[NH:69][CH2:68][CH2:67][CH2:66][CH2:65][CH2:64][CH2:63][C:62]2[CH:70]=[C:58]([CH:59]=[CH:60][CH:61]=2)[C:57]2=[CH:71][C:53](=[CH:54][CH:55]=[CH:56]2)[CH2:52][O:51][C@H:50]2[CH2:72][N:47]([C@H:48]([C:73]([NH:16][C@:11]3([C:9]([NH:8][S:5]([CH:2]4[CH2:4][CH2:3]4)(=[O:7])=[O:6])=[O:10])[CH2:13][C@H:12]3[CH:14]=[CH2:15])=[O:74])[CH2:49]2)[C:46]1=[O:76])([CH3:44])([CH3:42])[CH3:43], predict the reactants needed to synthesize it. (2) Given the product [CH2:9]([C@@H:7]1[NH:8][C:2](=[O:1])[C:3](=[CH2:18])[NH:5][C:6]1=[O:16])[C:10]1[CH:11]=[CH:12][CH:13]=[CH:14][CH:15]=1, predict the reactants needed to synthesize it. The reactants are: [O:1]=[C:2](C)[C:3]([NH:5][C:6](=[O:16])[C@H:7]([CH2:9][C:10]1[CH:15]=[CH:14][CH:13]=[CH:12][CH:11]=1)[NH2:8])=O.[CH3:18]C1C=CC(S(O)(=O)=O)=CC=1.O. (3) The reactants are: [Cl:1][C:2]1[CH:3]=[CH:4][C:5]([C:16]#[N:17])=[C:6]([NH:8][C:9]([C:11]2[CH:15]=[CH:14][NH:13][N:12]=2)=[O:10])[CH:7]=1.[CH2:18]([O:20][C:21]1[CH:29]=[CH:28][CH:27]=[CH:26][C:22]=1[C:23](Cl)=[O:24])[CH3:19]. Given the product [Cl:1][C:2]1[CH:3]=[CH:4][C:5]([C:16]#[N:17])=[C:6]([NH:8][C:9]([C:11]2[CH:15]=[CH:14][N:13]([C:23](=[O:24])[C:22]3[CH:26]=[CH:27][CH:28]=[CH:29][C:21]=3[O:20][CH2:18][CH3:19])[N:12]=2)=[O:10])[CH:7]=1, predict the reactants needed to synthesize it.